Dataset: Full USPTO retrosynthesis dataset with 1.9M reactions from patents (1976-2016). Task: Predict the reactants needed to synthesize the given product. (1) Given the product [C:28]([O:27][C:25](=[O:26])/[CH:24]=[CH:23]/[C:18]1[CH:17]=[CH:22][CH:21]=[CH:20][C:19]=1[N:3]1[CH2:2][CH2:1][C:6]2([CH2:11][CH2:10][CH:9]([C:12]([O:14][CH3:15])=[O:13])[CH2:8][CH2:7]2)[CH2:5][CH2:4]1)([CH3:31])([CH3:29])[CH3:30], predict the reactants needed to synthesize it. The reactants are: [CH2:1]1[C:6]2([CH2:11][CH2:10][CH:9]([C:12]([O:14][CH3:15])=[O:13])[CH2:8][CH2:7]2)[CH2:5][CH2:4][NH:3][CH2:2]1.Br[C:17]1[CH:22]=[CH:21][CH:20]=[CH:19][C:18]=1/[CH:23]=[CH:24]/[C:25]([O:27][C:28]([CH3:31])([CH3:30])[CH3:29])=[O:26].C(Cl)(Cl)Cl.CC1(C)C2C(=C(P(C3C=CC=CC=3)C3C=CC=CC=3)C=CC=2)OC2C(P(C3C=CC=CC=3)C3C=CC=CC=3)=CC=CC1=2.C([O-])([O-])=O.[Cs+].[Cs+]. (2) Given the product [Cl:1][C:2]1[CH:3]=[CH:4][C:5]([F:11])=[C:6]([CH:10]=1)[C:7]([O:9][CH3:12])=[O:8], predict the reactants needed to synthesize it. The reactants are: [Cl:1][C:2]1[CH:3]=[CH:4][C:5]([F:11])=[C:6]([CH:10]=1)[C:7]([OH:9])=[O:8].[C:12](Cl)(=O)C(Cl)=O.CO. (3) The reactants are: N[C:2]1[C:3]([C:12]2[N:13]=[C:14]([CH2:26][CH3:27])[C:15]([NH:20][CH:21]([CH2:24][CH3:25])[CH2:22][CH3:23])=[N:16][C:17]=2[CH2:18][CH3:19])=[CH:4][C:5]2[CH2:6][CH2:7][CH2:8][CH2:9][C:10]=2[CH:11]=1.[ClH:28].N([O-])=O.[Na+]. Given the product [Cl:28][C:2]1[C:3]([C:12]2[N:13]=[C:14]([CH2:26][CH3:27])[C:15]([NH:20][CH:21]([CH2:24][CH3:25])[CH2:22][CH3:23])=[N:16][C:17]=2[CH2:18][CH3:19])=[CH:4][C:5]2[CH2:6][CH2:7][CH2:8][CH2:9][C:10]=2[CH:11]=1, predict the reactants needed to synthesize it. (4) Given the product [F:19][C:16]1[CH:15]=[CH:14][C:13]([C@H:12]2[C:11]([CH3:20])([CH3:21])[O:10][C:9](=[O:22])[N:8]2[CH:5]2[CH2:4][CH2:3][CH:2]([NH:1][C:33]3[CH:40]=[CH:39][C:36]([C:37]#[N:38])=[CH:35][C:34]=3[N+:41]([O-:43])=[O:42])[CH2:7][CH2:6]2)=[CH:18][CH:17]=1, predict the reactants needed to synthesize it. The reactants are: [NH2:1][CH:2]1[CH2:7][CH2:6][CH:5]([N:8]2[C@@H:12]([C:13]3[CH:18]=[CH:17][C:16]([F:19])=[CH:15][CH:14]=3)[C:11]([CH3:21])([CH3:20])[O:10][C:9]2=[O:22])[CH2:4][CH2:3]1.CCN(C(C)C)C(C)C.F[C:33]1[CH:40]=[CH:39][C:36]([C:37]#[N:38])=[CH:35][C:34]=1[N+:41]([O-:43])=[O:42]. (5) Given the product [F:26][C:27]([F:32])([F:31])[C:28]([OH:30])=[O:29].[CH3:1][O:2][C:3]1[NH:4][C:5]2[C:10]([N:11]=1)=[C:9]([NH2:12])[N:8]=[C:7]([O:13][CH2:14][CH:15]1[CH2:19][CH2:18][CH2:17][O:16]1)[N:6]=2, predict the reactants needed to synthesize it. The reactants are: [CH3:1][O:2][C:3]1[N:4](C2CCCCO2)[C:5]2[C:10]([N:11]=1)=[C:9]([NH2:12])[N:8]=[C:7]([O:13][CH2:14][CH:15]1[CH2:19][CH2:18][CH2:17][O:16]1)[N:6]=2.[F:26][C:27]([F:32])([F:31])[C:28]([OH:30])=[O:29].